From a dataset of Full USPTO retrosynthesis dataset with 1.9M reactions from patents (1976-2016). Predict the reactants needed to synthesize the given product. (1) Given the product [Br:13][C:14]1[CH:15]=[C:16]2[C:21](=[CH:22][CH:23]=1)[N:20]=[C:19]([Cl:24])[C:18]([CH:28]=[O:29])=[C:17]2[Cl:25], predict the reactants needed to synthesize it. The reactants are: CC(NC(C)C)C.[Li]CCCC.[Br:13][C:14]1[CH:15]=[C:16]2[C:21](=[CH:22][CH:23]=1)[N:20]=[C:19]([Cl:24])[CH:18]=[C:17]2[Cl:25].CN(C)[CH:28]=[O:29]. (2) Given the product [CH:1]1([CH2:7][N:8]2[C:12]([C:13]3[CH:18]=[C:17]([C:19]([CH3:21])([CH3:20])[CH3:22])[CH:16]=[C:15]([C:23]([CH3:25])([CH3:26])[CH3:24])[CH:14]=3)=[CH:11][C:10]([S:27]([NH:30][CH2:31][CH2:32][C:33]([OH:35])=[O:34])(=[O:28])=[O:29])=[C:9]2[CH3:37])[CH2:6][CH2:5][CH2:4][CH2:3][CH2:2]1, predict the reactants needed to synthesize it. The reactants are: [CH:1]1([CH2:7][N:8]2[C:12]([C:13]3[CH:18]=[C:17]([C:19]([CH3:22])([CH3:21])[CH3:20])[CH:16]=[C:15]([C:23]([CH3:26])([CH3:25])[CH3:24])[CH:14]=3)=[CH:11][C:10]([S:27]([NH:30][CH2:31][CH2:32][C:33]([O:35]C)=[O:34])(=[O:29])=[O:28])=[C:9]2[CH3:37])[CH2:6][CH2:5][CH2:4][CH2:3][CH2:2]1.O[Li].O. (3) Given the product [F:26][C:27]1[CH:32]=[N:31][C:30]([N:33]2[CH:37]=[CH:36][N:35]=[N:34]2)=[C:29]2[NH:38][CH:39]=[C:40]([C:41](=[O:45])[C:18]([N:15]3[CH2:14][CH2:13][CH:12]([C:11]4[N:7]([C:1]5[CH:2]=[CH:3][CH:4]=[CH:5][CH:6]=5)[N:8]=[N:9][N:10]=4)[CH2:17][CH2:16]3)=[O:20])[C:28]=12, predict the reactants needed to synthesize it. The reactants are: [C:1]1([N:7]2[C:11]([CH:12]3[CH2:17][CH2:16][N:15]([C:18]([O:20]C(C)(C)C)=O)[CH2:14][CH2:13]3)=[N:10][N:9]=[N:8]2)[CH:6]=[CH:5][CH:4]=[CH:3][CH:2]=1.Cl.[F:26][C:27]1[CH:32]=[N:31][C:30]([N:33]2[CH:37]=[CH:36][N:35]=[N:34]2)=[C:29]2[NH:38][CH:39]=[C:40]([C:41](=[O:45])C(O)=O)[C:28]=12.CN1CCOCC1.CN(C(ON1N=NC2C=CC=CC1=2)=[N+](C)C)C.[B-](F)(F)(F)F. (4) Given the product [NH2:1][C:2]1[N:7]=[C:6]([N:8]([CH3:15])[C:9]2[CH:14]=[CH:13][CH:12]=[CH:11][CH:10]=2)[N:5]=[C:4]([C:16]2[N:20]=[C:19]([C:21]3[N:26]=[CH:25][C:24]([CH:27]([OH:29])[CH3:28])=[CH:23][CH:22]=3)[O:18][N:17]=2)[N:3]=1, predict the reactants needed to synthesize it. The reactants are: [NH2:1][C:2]1[N:7]=[C:6]([N:8]([CH3:15])[C:9]2[CH:14]=[CH:13][CH:12]=[CH:11][CH:10]=2)[N:5]=[C:4]([C:16]2[N:20]=[C:19]([C:21]3[N:26]=[CH:25][C:24]([C:27](=[O:29])[CH3:28])=[CH:23][CH:22]=3)[O:18][N:17]=2)[N:3]=1.NC1N=C(N(C)C2C=CC=CC=2)N=C(C2N=C(C3N=CC(C(O)C)=CC=3)ON=2)N=1.[BH4-].[Na+].CCOC(C)=O.O. (5) Given the product [F:1][C:2]1[CH:7]=[CH:6][CH:5]=[CH:4][C:3]=1[C:8]1[C:9]([C:10]#[N:11])=[CH:14][C:18]2[C:23](=[CH:22][CH:21]=[CH:20][N:19]=2)[N:24]=1, predict the reactants needed to synthesize it. The reactants are: [F:1][C:2]1[CH:7]=[CH:6][CH:5]=[CH:4][C:3]=1[C:8](=O)[CH2:9][C:10]#[N:11].O1CCO[CH:14]1[C:18]1[C:23]([NH2:24])=[CH:22][CH:21]=[CH:20][N:19]=1.CC1C=CC(S(O)(=O)=O)=CC=1.O.